This data is from Forward reaction prediction with 1.9M reactions from USPTO patents (1976-2016). The task is: Predict the product of the given reaction. (1) Given the reactants [C:1]1([CH:7]2[CH2:10][C:9](=O)[CH2:8]2)[CH:6]=[CH:5][CH:4]=[CH:3][CH:2]=1.[NH2:12][OH:13].O, predict the reaction product. The product is: [C:1]1([CH:7]2[CH2:10][C:9](=[N:12][OH:13])[CH2:8]2)[CH:6]=[CH:5][CH:4]=[CH:3][CH:2]=1. (2) Given the reactants [F:1][C:2]1[CH:3]=[C:4]([NH:35][C:36]([C:38]2[C:39](=[O:51])[N:40]([C:44]3[CH:49]=[CH:48][C:47]([F:50])=[CH:46][CH:45]=3)[N:41]=[CH:42][CH:43]=2)=[O:37])[CH:5]=[CH:6][C:7]=1[O:8][C:9]1[CH:14]=[CH:13][N:12]=[C:11]2[N:15](CC3C=CC(OC)=CC=3)[N:16]=[C:17]([O:18][C@H:19]3[CH2:24][CH2:23][CH2:22][N:21]([CH3:25])[CH2:20]3)[C:10]=12.C(O)(C(F)(F)F)=O, predict the reaction product. The product is: [F:1][C:2]1[CH:3]=[C:4]([NH:35][C:36]([C:38]2[C:39](=[O:51])[N:40]([C:44]3[CH:45]=[CH:46][C:47]([F:50])=[CH:48][CH:49]=3)[N:41]=[CH:42][CH:43]=2)=[O:37])[CH:5]=[CH:6][C:7]=1[O:8][C:9]1[CH:14]=[CH:13][N:12]=[C:11]2[NH:15][N:16]=[C:17]([O:18][C@H:19]3[CH2:24][CH2:23][CH2:22][N:21]([CH3:25])[CH2:20]3)[C:10]=12. (3) Given the reactants [C:1]1([C:7]([C:16]2[CH:21]=[CH:20][CH:19]=[CH:18][CH:17]=2)([CH2:11][CH2:12][CH2:13][CH2:14][CH3:15])[C:8]([OH:10])=O)[CH:6]=[CH:5][CH:4]=[CH:3][CH:2]=1.[NH2:22][CH2:23][CH2:24][CH2:25][N:26]1[CH2:31][CH2:30][CH:29]([C:32]2[CH:33]=[C:34]([NH:38][C:39](=[O:43])[CH:40]([CH3:42])[CH3:41])[CH:35]=[CH:36][CH:37]=2)[CH2:28][CH2:27]1, predict the reaction product. The product is: [C:39]([NH:38][C:34]1[CH:33]=[C:32]([CH:29]2[CH2:30][CH2:31][N:26]([CH2:25][CH2:24][CH2:23][NH:22][C:8](=[O:10])[C:7]([C:1]3[CH:2]=[CH:3][CH:4]=[CH:5][CH:6]=3)([C:16]3[CH:21]=[CH:20][CH:19]=[CH:18][CH:17]=3)[CH2:11][CH2:12][CH2:13][CH2:14][CH3:15])[CH2:27][CH2:28]2)[CH:37]=[CH:36][CH:35]=1)(=[O:43])[CH:40]([CH3:42])[CH3:41]. (4) Given the reactants [I:1][C:2]1[CH:7]=[CH:6][C:5]([C:8]2[C:12]3[CH:13]=[CH:14][C:15]([OH:17])=[CH:16][C:11]=3[O:10][N:9]=2)=[CH:4][CH:3]=1.N1C=CC=CC=1.[F:24][C:25]([F:38])([F:37])[S:26](O[S:26]([C:25]([F:38])([F:37])[F:24])(=[O:28])=[O:27])(=[O:28])=[O:27], predict the reaction product. The product is: [I:1][C:2]1[CH:3]=[CH:4][C:5]([C:8]2[C:12]3[CH:13]=[CH:14][C:15]([O:17][S:26]([C:25]([F:38])([F:37])[F:24])(=[O:28])=[O:27])=[CH:16][C:11]=3[O:10][N:9]=2)=[CH:6][CH:7]=1. (5) Given the reactants [S:1]1[C:9]2[C:4](=[N:5][CH:6]=[CH:7][C:8]=2[O:10][C:11]2[CH:12]=[C:13]3[C:18](=[CH:19][CH:20]=2)[C:17]([C:21](O)=[O:22])=[CH:16][CH:15]=[CH:14]3)[CH:3]=[CH:2]1.[N:24]1([CH2:29][CH2:30][CH2:31][NH2:32])[CH2:28][CH2:27][CH2:26][CH2:25]1, predict the reaction product. The product is: [N:24]1([CH2:29][CH2:30][CH2:31][NH:32][C:21]([C:17]2[C:18]3[C:13](=[CH:12][C:11]([O:10][C:8]4[CH:7]=[CH:6][N:5]=[C:4]5[CH:3]=[CH:2][S:1][C:9]=45)=[CH:20][CH:19]=3)[CH:14]=[CH:15][CH:16]=2)=[O:22])[CH2:28][CH2:27][CH2:26][CH2:25]1. (6) Given the reactants [NH2:1][C:2]1[CH:7]=[CH:6][C:5]([C:8]2[CH:9]=[CH:10][C:11]3[N:12]([N:14]=[C:15]([NH:17][C:18]4[CH:25]=[CH:24][CH:23]=[CH:22][C:19]=4[C:20]#[N:21])[N:16]=3)[CH:13]=2)=[CH:4][CH:3]=1.CCN(C(C)C)C(C)C.[F:35][C:36]([F:42])([F:41])[CH2:37][C:38](O)=[O:39].CN(C(ON1N=NC2C=CC=NC1=2)=[N+](C)C)C.F[P-](F)(F)(F)(F)F.C(=O)(O)[O-].[Na+], predict the reaction product. The product is: [C:20]([C:19]1[CH:22]=[CH:23][CH:24]=[CH:25][C:18]=1[NH:17][C:15]1[N:16]=[C:11]2[CH:10]=[CH:9][C:8]([C:5]3[CH:4]=[CH:3][C:2]([NH:1][C:38](=[O:39])[CH2:37][C:36]([F:42])([F:41])[F:35])=[CH:7][CH:6]=3)=[CH:13][N:12]2[N:14]=1)#[N:21]. (7) Given the reactants [CH3:1][O:2][C:3]1[CH:4]=[N:5][CH:6]=[C:7](B(O)O)[CH:8]=1.Br[C:13]1[CH:18]=[C:17]([F:19])[C:16]([C:20]([N:22]2[CH2:26][CH2:25][CH2:24][C@H:23]2[CH2:27][N:28]2[CH2:32][CH2:31][CH2:30][CH2:29]2)=[O:21])=[C:15]([F:33])[CH:14]=1, predict the reaction product. The product is: [F:19][C:17]1[CH:18]=[C:13]([C:7]2[CH:6]=[N:5][CH:4]=[C:3]([O:2][CH3:1])[CH:8]=2)[CH:14]=[C:15]([F:33])[C:16]=1[C:20]([N:22]1[CH2:26][CH2:25][CH2:24][C@H:23]1[CH2:27][N:28]1[CH2:32][CH2:31][CH2:30][CH2:29]1)=[O:21].